From a dataset of Reaction yield outcomes from USPTO patents with 853,638 reactions. Predict the reaction yield, written as a fraction of the theoretical maximum amount of product (1.0 means a 100% yield; for example, 0.34 means a 34% yield). (1) The reactants are [CH2:1]([S:3]([C:6]1[CH:7]=[C:8]([C:12]2[C:17]3[C:18]4[CH:24]=[C:23]([CH3:25])[CH:22]=[N:21][C:19]=4[NH:20][C:16]=3[C:15](=O)[NH:14][CH:13]=2)[CH:9]=[CH:10][CH:11]=1)(=[O:5])=[O:4])[CH3:2].CN(C)C1C=CC=CC=1.O=P(Cl)(Cl)[Cl:38]. No catalyst specified. The product is [Cl:38][C:15]1[C:16]2[NH:20][C:19]3[N:21]=[CH:22][C:23]([CH3:25])=[CH:24][C:18]=3[C:17]=2[C:12]([C:8]2[CH:9]=[CH:10][CH:11]=[C:6]([S:3]([CH2:1][CH3:2])(=[O:5])=[O:4])[CH:7]=2)=[CH:13][N:14]=1. The yield is 0.690. (2) The catalyst is CN(C=O)C. The yield is 0.990. The product is [CH3:7][C:6]1[CH:10]=[C:2]([Br:1])[CH:3]=[C:4]([N+:12]([O-:14])=[O:13])[C:5]=1[CH3:11]. The reactants are [Br:1][C:2]1[CH:3]=[C:4]([N+:12]([O-:14])=[O:13])[C:5]([CH3:11])=[C:6]([CH:10]=1)[C:7](O)=O.C(=O)([O-])[O-].[Na+].[Na+].CI. (3) The reactants are [Cl:1][C:2]1[N:7]=[C:6]([CH2:8][C:9]([C:11]2[C:12]([F:24])=[C:13]([NH:17][C:18](=[O:23])[O:19][CH2:20][CH:21]=[CH2:22])[CH:14]=[CH:15][CH:16]=2)=[O:10])[CH:5]=[CH:4][N:3]=1.C1C(=O)N([Br:32])C(=O)C1.O. The catalyst is CC(N(C)C)=O. The product is [Br:32][CH:8]([C:6]1[CH:5]=[CH:4][N:3]=[C:2]([Cl:1])[N:7]=1)[C:9]([C:11]1[C:12]([F:24])=[C:13]([NH:17][C:18](=[O:23])[O:19][CH2:20][CH:21]=[CH2:22])[CH:14]=[CH:15][CH:16]=1)=[O:10]. The yield is 0.990. (4) The reactants are C(P1(=O)OP(CCC)(=O)OP(CCC)(=O)O1)CC.[C:19]([O:23][C:24]([N:26]1[CH2:35][CH2:34][C:33]2[C:28](=[CH:29][CH:30]=[C:31]([O:36][CH3:37])[CH:32]=2)[CH:27]1[C:38]([OH:40])=O)=[O:25])([CH3:22])([CH3:21])[CH3:20].[F:41][C:42]1[CH:43]=[C:44]([CH:46]=[CH:47][C:48]=1[Si:49]([CH3:52])([CH3:51])[CH3:50])[NH2:45].CCN(C(C)C)C(C)C. The catalyst is CN(C1C=CN=CC=1)C.C(OCC)(=O)C.O. The product is [F:41][C:42]1[CH:43]=[C:44]([NH:45][C:38]([CH:27]2[C:28]3[C:33](=[CH:32][C:31]([O:36][CH3:37])=[CH:30][CH:29]=3)[CH2:34][CH2:35][N:26]2[C:24]([O:23][C:19]([CH3:20])([CH3:22])[CH3:21])=[O:25])=[O:40])[CH:46]=[CH:47][C:48]=1[Si:49]([CH3:51])([CH3:50])[CH3:52]. The yield is 0.780.